Dataset: Catalyst prediction with 721,799 reactions and 888 catalyst types from USPTO. Task: Predict which catalyst facilitates the given reaction. (1) Reactant: [H-].[Na+].[CH3:3][O:4][C:5]1[CH:10]=[CH:9][C:8]([N+:11]([O-:13])=[O:12])=[CH:7][C:6]=1[NH:14][C:15](=[O:21])[O:16][C:17]([CH3:20])([CH3:19])[CH3:18].[CH3:22]I. Product: [CH3:3][O:4][C:5]1[CH:10]=[CH:9][C:8]([N+:11]([O-:13])=[O:12])=[CH:7][C:6]=1[N:14]([CH3:22])[C:15](=[O:21])[O:16][C:17]([CH3:18])([CH3:20])[CH3:19]. The catalyst class is: 1. (2) Reactant: [I:1][C:2]1[CH:3]=[N:4][N:5]([CH3:10])[C:6]=1[C:7]([OH:9])=[O:8].[C:11](Cl)(=O)[C:12](Cl)=O.CCO. Product: [I:1][C:2]1[CH:3]=[N:4][N:5]([CH3:10])[C:6]=1[C:7]([O:9][CH2:11][CH3:12])=[O:8]. The catalyst class is: 59. (3) Reactant: [C:1]([N:5]1[C:9]([NH:10][C:11]2[N:16]=[C:15]([CH2:17][C:18]3([C:37]([NH:39][NH:40]C(OC(C)(C)C)=O)=[O:38])[CH2:23][CH2:22][N:21]([C:24](=[O:36])[C:25]4[CH:30]=[CH:29][CH:28]=[C:27]([C:31]([F:34])([F:33])[F:32])[C:26]=4[F:35])[CH2:20][CH2:19]3)[CH:14]=[CH:13][CH:12]=2)=[CH:8][CH:7]=[N:6]1)([CH3:4])([CH3:3])[CH3:2].FC(F)(F)C(O)=O. Product: [C:1]([N:5]1[C:9]([NH:10][C:11]2[N:16]=[C:15]([CH2:17][C:18]3([C:37]([NH:39][NH2:40])=[O:38])[CH2:19][CH2:20][N:21]([C:24](=[O:36])[C:25]4[CH:30]=[CH:29][CH:28]=[C:27]([C:31]([F:32])([F:34])[F:33])[C:26]=4[F:35])[CH2:22][CH2:23]3)[CH:14]=[CH:13][CH:12]=2)=[CH:8][CH:7]=[N:6]1)([CH3:4])([CH3:2])[CH3:3]. The catalyst class is: 22. (4) Reactant: CN(C(ON1N=NC2C=CC=NC1=2)=[N+](C)C)C.F[P-](F)(F)(F)(F)F.[CH3:25][O:26][C@:27]1([C:36]2[CH:41]=[CH:40][C:39]([C:42]3[CH:47]=[CH:46][CH:45]=[CH:44][C:43]=3[CH:48]=[CH2:49])=[CH:38][CH:37]=2)[CH2:31][NH:30][C@H:29]([C:32]([O:34][CH3:35])=[O:33])[CH2:28]1.[CH3:50][C:51]([CH3:66])([CH3:65])[C@H:52]([NH:56][C:57]([O:59][CH2:60][CH2:61][CH2:62][CH:63]=[CH2:64])=[O:58])[C:53](O)=[O:54].CCN(C(C)C)C(C)C. Product: [CH3:50][C:51]([CH3:66])([CH3:65])[C@H:52]([NH:56][C:57]([O:59][CH2:60][CH2:61][CH2:62][CH:63]=[CH2:64])=[O:58])[C:53]([N:30]1[CH2:31][C@:27]([O:26][CH3:25])([C:36]2[CH:41]=[CH:40][C:39]([C:42]3[CH:47]=[CH:46][CH:45]=[CH:44][C:43]=3[CH:48]=[CH2:49])=[CH:38][CH:37]=2)[CH2:28][C@H:29]1[C:32]([O:34][CH3:35])=[O:33])=[O:54]. The catalyst class is: 2. (5) Product: [NH2:21][C:3]1[CH:4]=[CH:5][C:6]([N:8]2[CH2:13][CH2:12][CH2:11][C@@H:10]([C:14]([N:16]3[CH2:20][CH2:19][CH2:18][CH2:17]3)=[O:15])[CH2:9]2)=[N:7][C:2]=1[NH2:1]. The catalyst class is: 29. Reactant: [NH2:1][C:2]1[N:7]=[C:6]([N:8]2[CH2:13][CH2:12][CH2:11][C@@H:10]([C:14]([N:16]3[CH2:20][CH2:19][CH2:18][CH2:17]3)=[O:15])[CH2:9]2)[CH:5]=[CH:4][C:3]=1[N+:21]([O-])=O.[H][H].